Dataset: Catalyst prediction with 721,799 reactions and 888 catalyst types from USPTO. Task: Predict which catalyst facilitates the given reaction. (1) Reactant: [N:1]([CH2:4][C:5]1[C:6]([C:25]([O:27]CC)=[O:26])=[N:7][C:8]([C:18]2[CH:23]=[CH:22][C:21]([Cl:24])=[CH:20][CH:19]=2)=[C:9]([C:11]2[CH:16]=[CH:15][C:14]([Cl:17])=[CH:13][CH:12]=2)[N:10]=1)=[N+:2]=[N-:3].[Li+].[OH-]. Product: [N:1]([CH2:4][C:5]1[C:6]([C:25]([OH:27])=[O:26])=[N:7][C:8]([C:18]2[CH:23]=[CH:22][C:21]([Cl:24])=[CH:20][CH:19]=2)=[C:9]([C:11]2[CH:12]=[CH:13][C:14]([Cl:17])=[CH:15][CH:16]=2)[N:10]=1)=[N+:2]=[N-:3]. The catalyst class is: 20. (2) Reactant: [F:1][C:2]1[CH:30]=[C:29]([F:31])[CH:28]=[CH:27][C:3]=1[CH2:4][N:5]1[C:13]2[C:8](=[CH:9][C:10]([N+:14]([O-])=O)=[CH:11][CH:12]=2)[CH:7]=[C:6]1[C:17]([NH:19][C:20]1[CH:25]=[CH:24][C:23]([F:26])=[CH:22][CH:21]=1)=[O:18].C([O-])=O.[NH4+]. Product: [NH2:14][C:10]1[CH:9]=[C:8]2[C:13](=[CH:12][CH:11]=1)[N:5]([CH2:4][C:3]1[CH:27]=[CH:28][C:29]([F:31])=[CH:30][C:2]=1[F:1])[C:6]([C:17]([NH:19][C:20]1[CH:25]=[CH:24][C:23]([F:26])=[CH:22][CH:21]=1)=[O:18])=[CH:7]2. The catalyst class is: 604.